The task is: Predict the reactants needed to synthesize the given product.. This data is from Full USPTO retrosynthesis dataset with 1.9M reactions from patents (1976-2016). (1) The reactants are: [C:1]([O:5][C:6](=[O:31])[CH2:7][C:8]1[CH:9]=[C:10]([NH:17][C:18]2[CH:27]=[CH:26][C:25]([CH:28]3[CH2:30][CH2:29]3)=[CH:24][C:19]=2[C:20]([O:22][CH3:23])=[O:21])[CH:11]=[CH:12][C:13]=1[N+:14]([O-])=O)([CH3:4])([CH3:3])[CH3:2].[Cl-].[NH4+].C(O)C. Given the product [NH2:14][C:13]1[CH:12]=[CH:11][C:10]([NH:17][C:18]2[CH:27]=[CH:26][C:25]([CH:28]3[CH2:30][CH2:29]3)=[CH:24][C:19]=2[C:20]([O:22][CH3:23])=[O:21])=[CH:9][C:8]=1[CH2:7][C:6]([O:5][C:1]([CH3:4])([CH3:3])[CH3:2])=[O:31], predict the reactants needed to synthesize it. (2) Given the product [CH3:14][O:15][C:16]1[CH:17]=[C:18]([CH:20]=[CH:21][CH:22]=1)[N:19]=[CH:6][C:2]1[S:1][CH:5]=[CH:4][CH:3]=1, predict the reactants needed to synthesize it. The reactants are: [S:1]1[CH:5]=[CH:4][CH:3]=[C:2]1[CH:6]=O.S([O-])([O-])(=O)=O.[Mg+2].[CH3:14][O:15][C:16]1[CH:17]=[C:18]([CH:20]=[CH:21][CH:22]=1)[NH2:19]. (3) Given the product [C:1]([O:5][C:6]([N:8]1[CH2:12][C@H:11]([OH:13])[CH2:10][C@H:9]1[CH2:14][O:15][Si:21]([C:34]([CH3:37])([CH3:36])[CH3:35])([C:28]1[CH:29]=[CH:30][CH:31]=[CH:32][CH:33]=1)[C:22]1[CH:27]=[CH:26][CH:25]=[CH:24][CH:23]=1)=[O:7])([CH3:4])([CH3:3])[CH3:2], predict the reactants needed to synthesize it. The reactants are: [C:1]([O:5][C:6]([N:8]1[CH2:12][C@H:11]([OH:13])[CH2:10][C@H:9]1[CH2:14][OH:15])=[O:7])([CH3:4])([CH3:3])[CH3:2].N1C=CN=C1.[Si:21](Cl)([C:34]([CH3:37])([CH3:36])[CH3:35])([C:28]1[CH:33]=[CH:32][CH:31]=[CH:30][CH:29]=1)[C:22]1[CH:27]=[CH:26][CH:25]=[CH:24][CH:23]=1.O. (4) Given the product [CH:17]([NH:20][C:2]1[CH:3]=[C:4]([NH:8][C:9]2[CH:14]=[CH:13][C:12]([O:15][CH3:16])=[CH:11][CH:10]=2)[N:5]=[CH:6][N:7]=1)([CH3:19])[CH3:18], predict the reactants needed to synthesize it. The reactants are: Cl[C:2]1[N:7]=[CH:6][N:5]=[C:4]([NH:8][C:9]2[CH:14]=[CH:13][C:12]([O:15][CH3:16])=[CH:11][CH:10]=2)[CH:3]=1.[CH:17]([NH2:20])([CH3:19])[CH3:18].CCN(C(C)C)C(C)C.CCOC(C)=O. (5) The reactants are: O=[C:2]1[CH2:8][CH2:7][CH2:6][N:5]([C:9]([O:11][C:12]([CH3:15])([CH3:14])[CH3:13])=[O:10])[CH2:4][CH2:3]1.[Br:16][C:17]1[CH:22]=[CH:21][CH:20]=[C:19]([NH:23][NH2:24])[N:18]=1. Given the product [Br:16][C:17]1[N:18]=[C:19]([NH:23][N:24]=[C:2]2[CH2:8][CH2:7][CH2:6][N:5]([C:9]([O:11][C:12]([CH3:15])([CH3:14])[CH3:13])=[O:10])[CH2:4][CH2:3]2)[CH:20]=[CH:21][CH:22]=1, predict the reactants needed to synthesize it. (6) Given the product [CH3:31][O:30][C:27]1[CH:28]=[CH:29][C:24]([CH:23]=[CH:1][C:2]2[N:3]=[C:4]([N:17]3[CH2:18][CH2:19][O:20][CH2:21][CH2:22]3)[C:5]([N+:14]([O-:16])=[O:15])=[C:6]([N:8]3[CH2:9][CH2:10][O:11][CH2:12][CH2:13]3)[N:7]=2)=[CH:25][CH:26]=1, predict the reactants needed to synthesize it. The reactants are: [CH3:1][C:2]1[N:7]=[C:6]([N:8]2[CH2:13][CH2:12][O:11][CH2:10][CH2:9]2)[C:5]([N+:14]([O-:16])=[O:15])=[C:4]([N:17]2[CH2:22][CH2:21][O:20][CH2:19][CH2:18]2)[N:3]=1.[CH:23](=O)[C:24]1[CH:29]=[CH:28][C:27]([O:30][CH3:31])=[CH:26][CH:25]=1.O. (7) Given the product [CH2:53]([O:36][C:32]1[N:30]=[C:26]([CH:11]2[CH2:12][CH:13]([C:15]3[CH:20]=[CH:19][C:18]([CH2:21][C:22]([F:23])([F:25])[F:24])=[CH:17][CH:16]=3)[CH2:14][N:9]([C:7]([N:1]3[CH2:6][CH2:5][S:4][CH2:3][CH2:2]3)=[O:8])[CH2:10]2)[O:27][N:33]=1)[CH3:54], predict the reactants needed to synthesize it. The reactants are: [N:1]1([C:7]([N:9]2[CH2:14][CH:13]([C:15]3[CH:20]=[CH:19][C:18]([CH2:21][C:22]([F:25])([F:24])[F:23])=[CH:17][CH:16]=3)[CH2:12][CH:11]([C:26](O)=[O:27])[CH2:10]2)=[O:8])[CH2:6][CH2:5][S:4][CH2:3][CH2:2]1.C[N:30]([C:32]([O:36]N1N=NC2C=CC=NC1=2)=[N+:33](C)C)C.F[P-](F)(F)(F)(F)F.[CH3:53][CH2:54]N(C(C)C)C(C)C.